From a dataset of Full USPTO retrosynthesis dataset with 1.9M reactions from patents (1976-2016). Predict the reactants needed to synthesize the given product. (1) Given the product [C:1]12([NH:11][C:12]3[C:13]4[S:21][CH:20]=[C:19]([CH3:22])[C:14]=4[N:15]=[C:16]([NH:26][CH2:23][CH:24]=[CH2:25])[N:17]=3)[CH2:10][CH:5]3[CH2:6][CH:7]([CH2:9][CH:3]([CH2:4]3)[CH2:2]1)[CH2:8]2, predict the reactants needed to synthesize it. The reactants are: [C:1]12([NH:11][C:12]3[C:13]4[S:21][CH:20]=[C:19]([CH3:22])[C:14]=4[N:15]=[C:16](Cl)[N:17]=3)[CH2:10][CH:5]3[CH2:6][CH:7]([CH2:9][CH:3]([CH2:4]3)[CH2:2]1)[CH2:8]2.[CH2:23]([NH2:26])[CH:24]=[CH2:25].C(=O)([O-])O.[Na+]. (2) Given the product [F:1][C:2]1[CH:10]=[C:9]2[C:5]([CH2:6][CH2:7][NH:8]2)=[CH:4][CH:3]=1, predict the reactants needed to synthesize it. The reactants are: [F:1][C:2]1[CH:10]=[C:9]2[C:5]([CH:6]=[CH:7][NH:8]2)=[CH:4][CH:3]=1.C([BH3-])#N.[Na+]. (3) Given the product [ClH:2].[Cl:2][C:3]1[CH:8]=[CH:7][CH:6]=[CH:5][C:4]=1[CH:9]([NH2:14])[CH2:10][N+:11]([O-:13])=[O:12], predict the reactants needed to synthesize it. The reactants are: Cl.[Cl:2][C:3]1[CH:8]=[CH:7][CH:6]=[CH:5][C:4]=1[CH:9]([NH:14]C(=O)OC(C)(C)C)[CH2:10][N+:11]([O-:13])=[O:12]. (4) Given the product [Br:1][C:2]1[S:6][C:5]2=[C:7]([CH:10]=[O:11])[N:8]=[CH:9][N:4]2[CH:3]=1, predict the reactants needed to synthesize it. The reactants are: [Br:1][C:2]1[S:6][C:5]2=[C:7]([CH2:10][OH:11])[N:8]=[CH:9][N:4]2[CH:3]=1.[Cr](Cl)([O-])(=O)=O.[NH+]1C=CC=CC=1. (5) Given the product [C:37]([CH2:36][C:12]1([N:14]2[CH:18]=[C:17]([C:19]3[C:20]4[CH:27]=[CH:26][N:25]([CH2:28][O:29][CH2:30][CH2:31][Si:32]([CH3:34])([CH3:33])[CH3:35])[C:21]=4[N:22]=[CH:23][N:24]=3)[CH:16]=[N:15]2)[CH2:11][N:10]([CH:7]2[CH2:8][CH2:9][N:4]([C:81]([C:80]3[CH:84]=[CH:85][C:77]([B:76]([OH:87])[OH:75])=[C:78]([F:86])[CH:79]=3)=[O:82])[CH2:5][CH2:6]2)[CH2:13]1)#[N:38], predict the reactants needed to synthesize it. The reactants are: Cl.Cl.Cl.[NH:4]1[CH2:9][CH2:8][CH:7]([N:10]2[CH2:13][C:12]([CH2:36][C:37]#[N:38])([N:14]3[CH:18]=[C:17]([C:19]4[C:20]5[CH:27]=[CH:26][N:25]([CH2:28][O:29][CH2:30][CH2:31][Si:32]([CH3:35])([CH3:34])[CH3:33])[C:21]=5[N:22]=[CH:23][N:24]=4)[CH:16]=[N:15]3)[CH2:11]2)[CH2:6][CH2:5]1.F[P-](F)(F)(F)(F)F.N1(O[P+](N(C)C)(N(C)C)N(C)C)C2C=CC=CC=2N=N1.C(N(CC)C(C)C)(C)C.[OH:75][B:76]([OH:87])[C:77]1[CH:85]=[CH:84][C:80]([C:81](O)=[O:82])=[CH:79][C:78]=1[F:86]. (6) Given the product [O:17]=[C:15]([N:25]1[CH2:26][CH2:27][CH:28]([C:31]2[O:32][C:33]([C:36]3[CH:37]=[C:38]([CH3:42])[CH:39]=[CH:40][CH:41]=3)=[N:34][N:35]=2)[CH2:29][CH2:30]1)[CH2:14][CH2:13][CH2:12][C:4]1[NH:3][C:2](=[O:1])[C:11]2[C:6](=[CH:7][CH:8]=[CH:9][CH:10]=2)[N:5]=1, predict the reactants needed to synthesize it. The reactants are: [O:1]=[C:2]1[C:11]2[C:6](=[CH:7][CH:8]=[CH:9][CH:10]=2)[N:5]=[C:4]([CH2:12][CH2:13][CH2:14][C:15]([OH:17])=O)[NH:3]1.FC(F)(F)C(O)=O.[NH:25]1[CH2:30][CH2:29][CH:28]([C:31]2[O:32][C:33]([C:36]3[CH:37]=[C:38]([CH3:42])[CH:39]=[CH:40][CH:41]=3)=[N:34][N:35]=2)[CH2:27][CH2:26]1. (7) Given the product [CH3:1][C:2]1[O:6][C:5]([C:7]2[CH:12]=[CH:11][CH:10]=[CH:9][CH:8]=2)=[N:4][C:3]=1[CH2:13][CH2:14][O:15][S:29]([C:24]1[CH:25]=[CH:26][C:21]([CH3:22])=[CH:28][CH:23]=1)(=[O:31])=[O:30], predict the reactants needed to synthesize it. The reactants are: [CH3:1][C:2]1[O:6][C:5]([C:7]2[CH:12]=[CH:11][CH:10]=[CH:9][CH:8]=2)=[N:4][C:3]=1[CH2:13][CH2:14][OH:15].C(N([CH2:21][CH3:22])CC)C.[C:23]1(C)[C:24]([S:29](Cl)(=[O:31])=[O:30])=[CH:25][CH:26]=C[CH:28]=1. (8) Given the product [F:20][C:2]1([F:1])[CH2:7][CH2:6][N:5]([CH2:8][C:9]2[CH:10]=[CH:11][CH:12]=[CH:13][CH:14]=2)[CH2:4][CH:3]1[CH2:15][OH:16], predict the reactants needed to synthesize it. The reactants are: [F:1][C:2]1([F:20])[CH2:7][CH2:6][N:5]([CH2:8][C:9]2[CH:14]=[CH:13][CH:12]=[CH:11][CH:10]=2)[CH2:4][CH:3]1[C:15](OCC)=[O:16].[H-].[Al+3].[Li+].[H-].[H-].[H-]. (9) Given the product [NH2:1][C:2]1[CH:7]=[CH:6][CH:5]=[C:4]([CH3:8])[C:3]=1[C:9]1[C:10]2[CH:17]=[C:16]([CH2:18][O:19][C:21]3[CH:26]=[CH:25][C:24]([C@@H:27]([C:34]#[C:35][CH3:36])[CH2:28][C:29]([O:31][CH2:32][CH3:33])=[O:30])=[CH:23][CH:22]=3)[CH:15]=[CH:14][C:11]=2[S:12][CH:13]=1, predict the reactants needed to synthesize it. The reactants are: [NH2:1][C:2]1[CH:7]=[CH:6][CH:5]=[C:4]([CH3:8])[C:3]=1[C:9]1[C:10]2[CH:17]=[C:16]([CH2:18][OH:19])[CH:15]=[CH:14][C:11]=2[S:12][CH:13]=1.O[C:21]1[CH:26]=[CH:25][C:24]([C@@H:27]([C:34]#[C:35][CH3:36])[CH2:28][C:29]([O:31][CH2:32][CH3:33])=[O:30])=[CH:23][CH:22]=1.P(CCCC)(CCCC)CCCC.C1CCN(C(N=NC(N2CCCCC2)=O)=O)CC1. (10) Given the product [Cl:11][C:9]1[CH:8]=[CH:7][C:3]2[C:4](=[O:6])[O:5][C:25]([C:24]3[CH:28]=[CH:29][CH:30]=[CH:31][C:23]=3[Cl:22])=[N:1][C:2]=2[CH:10]=1, predict the reactants needed to synthesize it. The reactants are: [NH2:1][C:2]1[CH:10]=[C:9]([Cl:11])[CH:8]=[CH:7][C:3]=1[C:4]([OH:6])=[O:5].FC1C=CC=CC=1C(Cl)=O.[Cl:22][C:23]1[CH:31]=[CH:30][CH:29]=[CH:28][C:24]=1[C:25](Cl)=O.